Dataset: Forward reaction prediction with 1.9M reactions from USPTO patents (1976-2016). Task: Predict the product of the given reaction. (1) Given the reactants [C:1]([C@:3]1([CH2:20][O:21]C(C2C=CC=CC=2)(C2C=CC=CC=2)C2C=CC=C(OC)C=2OC)[O:7][C@@H:6]([N:8]2[CH:16]=[C:14]([CH3:15])[C:12](=[O:13])[NH:11][C:9]2=[O:10])[CH2:5][C@@H:4]1N=[N+]=[N-])#[CH:2].[F:45]C(F)(F)C(O)=O.[OH-].[NH4+], predict the reaction product. The product is: [C:1]([C@:3]1([CH2:20][OH:21])[O:7][C@@H:6]([N:8]2[CH:16]=[C:14]([CH3:15])[C:12](=[O:13])[NH:11][C:9]2=[O:10])[CH2:5][C@@H:4]1[F:45])#[CH:2]. (2) Given the reactants [CH:1]1([CH2:7][O:8][CH:9]=[CH:10][C:11]([O:13][C:14]([CH3:17])([CH3:16])[CH3:15])=[O:12])[CH2:6][CH2:5][CH2:4][CH2:3][CH2:2]1, predict the reaction product. The product is: [CH:1]1([CH2:7][O:8][CH2:9][CH2:10][C:11]([O:13][C:14]([CH3:17])([CH3:16])[CH3:15])=[O:12])[CH2:6][CH2:5][CH2:4][CH2:3][CH2:2]1. (3) Given the reactants S(=O)(=O)(O)O.[N+]([O-])(O)=O.[C:10]1(O)[CH:15]=[CH:14][CH:13]=[CH:12][CH:11]=1.[N+]([C:20]1C=CC(O)=C[CH:21]=1)([O-])=O.[N+]([C:30]1C([N+]([O-])=O)=C(O)C=C[CH:35]=1)([O-])=O.[CH:40]1[C:41]([N+]([O-])=O)=[CH:42][C:43]([N+]([O-])=O)=[C:44]([OH:49])[C:45]=1[N+]([O-])=O.[N+]([C:59]1C([N+]([O-])=O)=C([N+]([O-])=O)C([N+]([O-])=O)=C(O)[CH:64]=1)([O-])=O, predict the reaction product. The product is: [CH:20]([C:10]1[CH:15]=[CH:14][CH:13]=[CH:12][C:11]=1[CH:30]=[CH2:35])=[CH2:21].[CH:59]([C:43]1[CH:42]=[CH:41][CH:40]=[CH:45][C:44]=1[OH:49])=[CH2:64]. (4) Given the reactants [C:1]1([CH2:7][C:8]([OH:10])=O)[CH:6]=[CH:5][CH:4]=[CH:3][CH:2]=1.CN1CCOCC1.ClC(OCC(C)C)=O.[NH2:26][C:27]1[CH:32]=[CH:31][C:30]([C:33]2[CH:41]=[C:40]3[C:36]([CH2:37][N:38]([C@@H:43]([CH:48]([CH3:50])[CH3:49])[C:44]([O:46][CH3:47])=[O:45])[C:39]3=[O:42])=[CH:35][CH:34]=2)=[CH:29][CH:28]=1, predict the reaction product. The product is: [CH3:49][CH:48]([CH3:50])[C@H:43]([N:38]1[CH2:37][C:36]2[C:40](=[CH:41][C:33]([C:30]3[CH:29]=[CH:28][C:27]([NH:26][C:8](=[O:10])[CH2:7][C:1]4[CH:2]=[CH:3][CH:4]=[CH:5][CH:6]=4)=[CH:32][CH:31]=3)=[CH:34][CH:35]=2)[C:39]1=[O:42])[C:44]([O:46][CH3:47])=[O:45].